From a dataset of Peptide-MHC class I binding affinity with 185,985 pairs from IEDB/IMGT. Regression. Given a peptide amino acid sequence and an MHC pseudo amino acid sequence, predict their binding affinity value. This is MHC class I binding data. (1) The peptide sequence is PLLLLGLWGL. The MHC is HLA-A02:01 with pseudo-sequence HLA-A02:01. The binding affinity (normalized) is 0.402. (2) The binding affinity (normalized) is 0. The peptide sequence is KTDAATLAQ. The MHC is HLA-B08:01 with pseudo-sequence HLA-B08:01. (3) The peptide sequence is KIGHHVELQH. The MHC is HLA-A31:01 with pseudo-sequence HLA-A31:01. The binding affinity (normalized) is 0.701. (4) The peptide sequence is QQLEDIFMR. The MHC is HLA-A68:01 with pseudo-sequence HLA-A68:01. The binding affinity (normalized) is 0.204.